This data is from Reaction yield outcomes from USPTO patents with 853,638 reactions. The task is: Predict the reaction yield, written as a fraction of the theoretical maximum amount of product (1.0 means a 100% yield; for example, 0.34 means a 34% yield). (1) The reactants are [CH3:1][C:2]([N:10]1[CH2:15][CH2:14][C:13]([NH:22][C:23]2[CH:28]=[CH:27][CH:26]=[CH:25][CH:24]=2)([C:16]2[S:17][CH:18]=[C:19]([CH3:21])[N:20]=2)[CH2:12][CH2:11]1)([C:4]1[CH:9]=[CH:8][CH:7]=[CH:6][CH:5]=1)[CH3:3].[C:29](Cl)(=[O:31])[CH3:30]. The catalyst is C(Cl)(Cl)Cl. The product is [CH3:3][C:2]([N:10]1[CH2:15][CH2:14][C:13]([N:22]([C:23]2[CH:24]=[CH:25][CH:26]=[CH:27][CH:28]=2)[C:29](=[O:31])[CH3:30])([C:16]2[S:17][CH:18]=[C:19]([CH3:21])[N:20]=2)[CH2:12][CH2:11]1)([C:4]1[CH:5]=[CH:6][CH:7]=[CH:8][CH:9]=1)[CH3:1]. The yield is 0.430. (2) The reactants are [I:1][C:2]1[CH:7]=[CH:6][C:5]([CH2:8][CH2:9][NH:10][S:11]([CH3:14])(=[O:13])=[O:12])=[CH:4][CH:3]=1.[C:15](O[C:15]([O:17][C:18]([CH3:21])([CH3:20])[CH3:19])=[O:16])([O:17][C:18]([CH3:21])([CH3:20])[CH3:19])=[O:16]. The catalyst is CN(C)C1C=CN=CC=1.C(Cl)Cl. The product is [C:18]([O:17][C:15]([N:10]([CH2:9][CH2:8][C:5]1[CH:4]=[CH:3][C:2]([I:1])=[CH:7][CH:6]=1)[S:11]([CH3:14])(=[O:13])=[O:12])=[O:16])([CH3:21])([CH3:20])[CH3:19]. The yield is 0.915. (3) The reactants are [CH3:1][O:2][C:3](=[O:14])[CH2:4][C:5]1[C:13]2[C:8](=[CH:9][CH:10]=[CH:11][CH:12]=2)[NH:7][CH:6]=1.[H-].[Na+].[CH2:17](I)[CH3:18].Cl. The catalyst is CN(C)C=O.O. The product is [CH3:1][O:2][C:3](=[O:14])[CH2:4][C:5]1[C:13]2[C:8](=[CH:9][CH:10]=[CH:11][CH:12]=2)[N:7]([CH2:17][CH3:18])[CH:6]=1. The yield is 0.580. (4) The reactants are [CH2:1]([C:5]1=[CH:6][N:7]([C:22]([CH3:25])([CH3:24])[CH3:23])[S:8]/[C:9]/1=[N:10]\[C:11](=[O:21])[C:12]1[CH:17]=[C:16](I)[CH:15]=[CH:14][C:13]=1[O:19][CH3:20])[CH2:2][CH2:3][CH3:4].[C:26]([Si:28]([CH3:31])([CH3:30])[CH3:29])#[CH:27].C(N(CC)CC)C. The catalyst is CN(C=O)C.O.Cl[Pd](Cl)([P](C1C=CC=CC=1)(C1C=CC=CC=1)C1C=CC=CC=1)[P](C1C=CC=CC=1)(C1C=CC=CC=1)C1C=CC=CC=1.[Cu]I. The product is [CH2:1]([C:5]1=[CH:6][N:7]([C:22]([CH3:25])([CH3:24])[CH3:23])[S:8]/[C:9]/1=[N:10]\[C:11](=[O:21])[C:12]1[CH:17]=[C:16]([C:27]#[C:26][Si:28]([CH3:31])([CH3:30])[CH3:29])[CH:15]=[CH:14][C:13]=1[O:19][CH3:20])[CH2:2][CH2:3][CH3:4]. The yield is 0.970. (5) The reactants are [CH:1]1([CH2:4][NH:5][C:6](=[O:43])[C:7]2[CH:12]=[C:11]([C:13]3[CH:14]=[C:15]4[C:19](=[CH:20][CH:21]=3)[N:18](C3CCCCO3)[N:17]=[C:16]4[C:28]3[NH:42][C:31]4[CH:32]=[N:33][CH:34]=[C:35]([C:36]5[CH:37]=[N:38][CH:39]=[CH:40][CH:41]=5)[C:30]=4[N:29]=3)[CH:10]=[N:9][CH:8]=2)[CH2:3][CH2:2]1.[SiH](CC)(CC)CC.C(O)(C(F)(F)F)=O. The yield is 0.440. The catalyst is C(Cl)Cl. The product is [CH:1]1([CH2:4][NH:5][C:6](=[O:43])[C:7]2[CH:12]=[C:11]([C:13]3[CH:14]=[C:15]4[C:19](=[CH:20][CH:21]=3)[NH:18][N:17]=[C:16]4[C:28]3[NH:42][C:31]4[CH:32]=[N:33][CH:34]=[C:35]([C:36]5[CH:37]=[N:38][CH:39]=[CH:40][CH:41]=5)[C:30]=4[N:29]=3)[CH:10]=[N:9][CH:8]=2)[CH2:3][CH2:2]1. (6) The reactants are [C:1]([NH:18][NH2:19])([O:3][CH2:4][CH:5]1[C:17]2[C:12](=[CH:13][CH:14]=[CH:15][CH:16]=2)[C:11]2[C:6]1=[CH:7][CH:8]=[CH:9][CH:10]=2)=[O:2].Cl.C1N=CN([C:26](N2C=NC=C2)=[O:27])C=1.CCN(C(C)C)C(C)C.[NH2:42][C@H:43]([C:48]([O:50][C:51]([CH3:54])([CH3:53])[CH3:52])=[O:49])[CH2:44][CH:45]([CH3:47])[CH3:46].Cl. The catalyst is C1COCC1.CN(C=O)C. The product is [NH:18]([C:1]([O:3][CH2:4][CH:5]1[C:17]2[C:12](=[CH:13][CH:14]=[CH:15][CH:16]=2)[C:11]2[C:6]1=[CH:7][CH:8]=[CH:9][CH:10]=2)=[O:2])[NH:19][C:26]([NH:42][C@H:43]([C:48]([O:50][C:51]([CH3:52])([CH3:54])[CH3:53])=[O:49])[CH2:44][CH:45]([CH3:47])[CH3:46])=[O:27]. The yield is 0.990. (7) The product is [Cl:7][C:6]([Cl:9])([Cl:8])[CH2:5][O:4][C:2](=[O:3])[NH:14][C:13]1[CH:15]=[C:16]([N:18]2[CH2:19][CH2:20][O:21][CH2:22][CH2:23]2)[CH:17]=[C:11]([F:10])[CH:12]=1. The reactants are Cl[C:2]([O:4][CH2:5][C:6]([Cl:9])([Cl:8])[Cl:7])=[O:3].[F:10][C:11]1[CH:12]=[C:13]([CH:15]=[C:16]([N:18]2[CH2:23][CH2:22][O:21][CH2:20][CH2:19]2)[CH:17]=1)[NH2:14].C(N(CC)CC)C. The catalyst is C1COCC1. The yield is 0.990.